From a dataset of Forward reaction prediction with 1.9M reactions from USPTO patents (1976-2016). Predict the product of the given reaction. (1) Given the reactants [CH2:1]([C:3]([C:19]1[CH:24]=[CH:23][C:22]([O:25][CH2:26][CH2:27][CH2:28][C:29]([O:31]CC)=[O:30])=[C:21]([O:34][CH3:35])[CH:20]=1)=[C:4]([C:12]1[CH:17]=[CH:16][C:15]([OH:18])=[CH:14][CH:13]=1)[C:5]1[CH:10]=[CH:9][C:8]([OH:11])=[CH:7][CH:6]=1)[CH3:2].[OH-].[Na+], predict the reaction product. The product is: [CH2:1]([C:3]([C:19]1[CH:24]=[CH:23][C:22]([O:25][CH2:26][CH2:27][CH2:28][C:29]([OH:31])=[O:30])=[C:21]([O:34][CH3:35])[CH:20]=1)=[C:4]([C:12]1[CH:13]=[CH:14][C:15]([OH:18])=[CH:16][CH:17]=1)[C:5]1[CH:6]=[CH:7][C:8]([OH:11])=[CH:9][CH:10]=1)[CH3:2]. (2) Given the reactants [CH3:1][O:2][C:3]([CH:5]1[CH2:10][N:9]([C:11]([O:13][C:14]([CH3:17])([CH3:16])[CH3:15])=[O:12])[CH2:8][CH2:7][N:6]1[C:18]([O:20][CH2:21][C:22]1[CH:27]=[CH:26][CH:25]=[CH:24][CH:23]=1)=[O:19])=[O:4].CN(C)C=O.C[Si]([N-][Si](C)(C)C)(C)C.[Na+].[CH2:43](Br)[C:44]1[CH:49]=[CH:48][CH:47]=[CH:46][CH:45]=1, predict the reaction product. The product is: [CH3:1][O:2][C:3]([C:5]1([CH2:43][C:44]2[CH:49]=[CH:48][CH:47]=[CH:46][CH:45]=2)[CH2:10][N:9]([C:11]([O:13][C:14]([CH3:17])([CH3:15])[CH3:16])=[O:12])[CH2:8][CH2:7][N:6]1[C:18]([O:20][CH2:21][C:22]1[CH:27]=[CH:26][CH:25]=[CH:24][CH:23]=1)=[O:19])=[O:4]. (3) Given the reactants Cl[C:2]1[CH:7]=[C:6]([Cl:8])[N:5]=[C:4]([NH:9][C@H:10]([C:12]2[CH:17]=[CH:16][C:15]([F:18])=[CH:14][CH:13]=2)[CH3:11])[N:3]=1.O1CCCOB1[C:25]1[CH:26]=[N:27][CH:28]=[CH:29][CH:30]=1.C(=O)([O-])[O-].[Na+].[Na+].C1(C)C=CC=CC=1, predict the reaction product. The product is: [Cl:8][C:6]1[CH:7]=[C:2]([C:25]2[CH:26]=[N:27][CH:28]=[CH:29][CH:30]=2)[N:3]=[C:4]([NH:9][C@H:10]([C:12]2[CH:17]=[CH:16][C:15]([F:18])=[CH:14][CH:13]=2)[CH3:11])[N:5]=1.